This data is from Reaction yield outcomes from USPTO patents with 853,638 reactions. The task is: Predict the reaction yield, written as a fraction of the theoretical maximum amount of product (1.0 means a 100% yield; for example, 0.34 means a 34% yield). The reactants are [NH2:1][C:2]1[C:3]2[C:13]([O:14][CH2:15][C@@H:16]3[C@@H:23]4[C@@H:19]([O:20]C(C)(C)[O:22]4)[C@H:18]([O:26]C)[O:17]3)=[CH:12][CH:11]=[CH:10][C:4]=2[NH:5][S:6](=[O:9])(=[O:8])[N:7]=1.FC(F)(F)C(O)=O. The catalyst is O. The product is [NH2:1][C:2]1[C:3]2[C:13]([O:14][CH2:15][C@@H:16]3[C@@H:23]([OH:22])[C@@H:19]([OH:20])[CH:18]([OH:26])[O:17]3)=[CH:12][CH:11]=[CH:10][C:4]=2[NH:5][S:6](=[O:8])(=[O:9])[N:7]=1. The yield is 1.00.